From a dataset of NCI-60 drug combinations with 297,098 pairs across 59 cell lines. Regression. Given two drug SMILES strings and cell line genomic features, predict the synergy score measuring deviation from expected non-interaction effect. (1) Drug 1: CCCCCOC(=O)NC1=NC(=O)N(C=C1F)C2C(C(C(O2)C)O)O. Drug 2: CS(=O)(=O)CCNCC1=CC=C(O1)C2=CC3=C(C=C2)N=CN=C3NC4=CC(=C(C=C4)OCC5=CC(=CC=C5)F)Cl. Cell line: NCIH23. Synergy scores: CSS=1.50, Synergy_ZIP=-2.29, Synergy_Bliss=-3.35, Synergy_Loewe=-2.72, Synergy_HSA=-2.96. (2) Drug 1: C1=CC(=CC=C1CCCC(=O)O)N(CCCl)CCCl. Drug 2: CCC(=C(C1=CC=CC=C1)C2=CC=C(C=C2)OCCN(C)C)C3=CC=CC=C3.C(C(=O)O)C(CC(=O)O)(C(=O)O)O. Cell line: TK-10. Synergy scores: CSS=5.57, Synergy_ZIP=-4.95, Synergy_Bliss=-4.30, Synergy_Loewe=-3.70, Synergy_HSA=-3.50. (3) Drug 1: CCN(CC)CCNC(=O)C1=C(NC(=C1C)C=C2C3=C(C=CC(=C3)F)NC2=O)C. Drug 2: CCN(CC)CCCC(C)NC1=C2C=C(C=CC2=NC3=C1C=CC(=C3)Cl)OC. Cell line: NCI-H522. Synergy scores: CSS=17.5, Synergy_ZIP=-4.36, Synergy_Bliss=-4.17, Synergy_Loewe=-6.06, Synergy_HSA=-2.57. (4) Drug 2: CC1CCCC2(C(O2)CC(NC(=O)CC(C(C(=O)C(C1O)C)(C)C)O)C(=CC3=CSC(=N3)C)C)C. Drug 1: CC1=C(C(CCC1)(C)C)C=CC(=CC=CC(=CC(=O)O)C)C. Synergy scores: CSS=52.2, Synergy_ZIP=5.32, Synergy_Bliss=3.36, Synergy_Loewe=-11.3, Synergy_HSA=5.26. Cell line: NCIH23.